This data is from Forward reaction prediction with 1.9M reactions from USPTO patents (1976-2016). The task is: Predict the product of the given reaction. (1) Given the reactants I[C:2]1[C:7]([NH:8][C:9](=[O:14])[C:10]([F:13])([F:12])[F:11])=[C:6]([O:15][CH:16]([CH3:18])[CH3:17])[C:5]([O:19][CH3:20])=[CH:4][CH:3]=1.[CH:21](N(CC)C(C)C)([CH3:23])[CH3:22].C#CC, predict the reaction product. The product is: [CH:16]([O:15][C:6]1[C:5]([O:19][CH3:20])=[CH:4][CH:3]=[C:2]([C:22]#[C:21][CH3:23])[C:7]=1[NH:8][C:9](=[O:14])[C:10]([F:13])([F:12])[F:11])([CH3:18])[CH3:17]. (2) Given the reactants [F:1][C:2]1[CH:3]=[C:4]([NH:26][S:27]([CH3:30])(=[O:29])=[O:28])[CH:5]=[CH:6][C:7]=1[N:8]1[CH2:25][CH2:24][CH2:23][C@@:10]2([C:14](=[O:15])[N:13]([C@H:16]3[CH2:21][CH2:20][C@H:19]([OH:22])[CH2:18][CH2:17]3)[CH2:12][CH2:11]2)[CH2:9]1.CI.[C:33](=O)([O-])[O-].[K+].[K+].CC(C)=O, predict the reaction product. The product is: [F:1][C:2]1[CH:3]=[C:4]([N:26]([CH3:33])[S:27]([CH3:30])(=[O:29])=[O:28])[CH:5]=[CH:6][C:7]=1[N:8]1[CH2:25][CH2:24][CH2:23][C@@:10]2([C:14](=[O:15])[N:13]([C@H:16]3[CH2:17][CH2:18][C@H:19]([OH:22])[CH2:20][CH2:21]3)[CH2:12][CH2:11]2)[CH2:9]1. (3) Given the reactants C([O:3][C:4]([C:6]1[C:14]2[CH2:13][CH2:12][N:11]([C:15]3[CH:20]=[CH:19][C:18]([N:21]4[CH2:26][CH2:25][CH2:24][CH2:23][C:22]4=[O:27])=[CH:17][CH:16]=3)[C:10](=[O:28])[C:9]=2[N:8]([C:29]2[CH:34]=[CH:33][C:32]([O:35][CH3:36])=[CH:31][CH:30]=2)[N:7]=1)=O)C.C([NH2:39])=O.CO[Na].O, predict the reaction product. The product is: [CH3:36][O:35][C:32]1[CH:31]=[CH:30][C:29]([N:8]2[C:9]3[C:10](=[O:28])[N:11]([C:15]4[CH:20]=[CH:19][C:18]([N:21]5[CH2:26][CH2:25][CH2:24][CH2:23][C:22]5=[O:27])=[CH:17][CH:16]=4)[CH2:12][CH2:13][C:14]=3[C:6]([C:4]([NH2:39])=[O:3])=[N:7]2)=[CH:34][CH:33]=1. (4) Given the reactants [C:1](OCC(CO)O)(=[O:19])[CH2:2][CH2:3][CH2:4][CH2:5][CH2:6][CH2:7][CH2:8][CH2:9][CH2:10][CH2:11][CH2:12][CH2:13][CH2:14][CH2:15][CH2:16]CC.CCCCCCCCCC(O)=O.CCCCCCCC(O)=O.C(O)C(O)CO, predict the reaction product. The product is: [CH2:1]([OH:19])[CH2:2][CH2:3][CH2:4][CH2:5][CH2:6][CH2:7][CH2:8][CH2:9][CH2:10][CH2:11][CH2:12][CH2:13][CH2:14][CH2:15][CH3:16].